This data is from Catalyst prediction with 721,799 reactions and 888 catalyst types from USPTO. The task is: Predict which catalyst facilitates the given reaction. (1) Reactant: [C:1]([C:6]([C:24]([O:26][CH2:27][CH3:28])=[O:25])=[CH:7][C:8]1[CH:9]=[C:10]([C:19]([O:21][CH2:22][CH3:23])=[O:20])[C:11](=[O:18])[N:12]2[C:17]=1[CH:16]=[CH:15][CH:14]=[CH:13]2)([O:3][CH2:4][CH3:5])=[O:2].[BH3-]C#N.[Na+].O. Product: [C:24]([CH:6]([C:1]([O:3][CH2:4][CH3:5])=[O:2])[CH2:7][C:8]1[CH:9]=[C:10]([C:19]([O:21][CH2:22][CH3:23])=[O:20])[C:11](=[O:18])[N:12]2[C:17]=1[CH:16]=[CH:15][CH:14]=[CH:13]2)([O:26][CH2:27][CH3:28])=[O:25]. The catalyst class is: 8. (2) Product: [F:33][C:2]([F:1])([F:32])[C:3]([C:12]1[CH:28]=[CH:27][C:15]([O:16][C:17]2[CH:22]=[CH:21][C:20]([C:23](=[O:25])[CH3:24])=[CH:19][C:18]=2[I:26])=[C:14]([CH2:29][CH2:30][CH3:31])[CH:13]=1)([O:8][CH2:9][O:10][CH3:11])[C:4]([F:7])([F:6])[F:5]. Reactant: [F:1][C:2]([F:33])([F:32])[C:3]([C:12]1[CH:28]=[CH:27][C:15]([O:16][C:17]2[CH:22]=[CH:21][C:20]([CH:23]([OH:25])[CH3:24])=[CH:19][C:18]=2[I:26])=[C:14]([CH2:29][CH2:30][CH3:31])[CH:13]=1)([O:8][CH2:9][O:10][CH3:11])[C:4]([F:7])([F:6])[F:5]. The catalyst class is: 327.